This data is from NCI-60 drug combinations with 297,098 pairs across 59 cell lines. The task is: Regression. Given two drug SMILES strings and cell line genomic features, predict the synergy score measuring deviation from expected non-interaction effect. (1) Drug 1: CC1=C(C=C(C=C1)NC2=NC=CC(=N2)N(C)C3=CC4=NN(C(=C4C=C3)C)C)S(=O)(=O)N.Cl. Drug 2: C1CCC(C1)C(CC#N)N2C=C(C=N2)C3=C4C=CNC4=NC=N3. Cell line: DU-145. Synergy scores: CSS=6.71, Synergy_ZIP=0.884, Synergy_Bliss=2.62, Synergy_Loewe=-4.00, Synergy_HSA=1.20. (2) Drug 1: CCCCC(=O)OCC(=O)C1(CC(C2=C(C1)C(=C3C(=C2O)C(=O)C4=C(C3=O)C=CC=C4OC)O)OC5CC(C(C(O5)C)O)NC(=O)C(F)(F)F)O. Drug 2: CC(C)CN1C=NC2=C1C3=CC=CC=C3N=C2N. Cell line: M14. Synergy scores: CSS=32.3, Synergy_ZIP=-3.38, Synergy_Bliss=-8.85, Synergy_Loewe=-9.45, Synergy_HSA=-10.6.